This data is from NCI-60 drug combinations with 297,098 pairs across 59 cell lines. The task is: Regression. Given two drug SMILES strings and cell line genomic features, predict the synergy score measuring deviation from expected non-interaction effect. (1) Drug 1: CC1=C(C=C(C=C1)NC2=NC=CC(=N2)N(C)C3=CC4=NN(C(=C4C=C3)C)C)S(=O)(=O)N.Cl. Drug 2: CC(C)CN1C=NC2=C1C3=CC=CC=C3N=C2N. Cell line: MDA-MB-231. Synergy scores: CSS=9.78, Synergy_ZIP=-1.02, Synergy_Bliss=3.26, Synergy_Loewe=3.47, Synergy_HSA=3.70. (2) Drug 1: CCC(=C(C1=CC=CC=C1)C2=CC=C(C=C2)OCCN(C)C)C3=CC=CC=C3.C(C(=O)O)C(CC(=O)O)(C(=O)O)O. Drug 2: C1=CC=C(C(=C1)C(C2=CC=C(C=C2)Cl)C(Cl)Cl)Cl. Cell line: ACHN. Synergy scores: CSS=0.519, Synergy_ZIP=4.58, Synergy_Bliss=7.88, Synergy_Loewe=4.32, Synergy_HSA=0.914.